This data is from Experimentally validated miRNA-target interactions with 360,000+ pairs, plus equal number of negative samples. The task is: Binary Classification. Given a miRNA mature sequence and a target amino acid sequence, predict their likelihood of interaction. (1) The miRNA is mmu-miR-3098-3p with sequence UUCUGCUGCCUGCCUUUAGGA. The protein sequence of the target gene is MNGAPSPEDGASPSSPPLPPPPPPSWREFCESHARAAALDFARRFRLYLASHPQYAGPGAEAAFSRRFAELFLQHFEAEVARASGSLSPPILAPLSPGAEISPHDLSLESCRVGGPLAVLGPSRSSEDLAGPLPSSVSSSSTTSSKPKLKKRFSLRSVGRSVRGSVRGILQWRGTVDPPSSAGPLETSSGPPVLGGNSNSNSSGGAGTVGRGLVSDGTSPGERWTHRFERLRLSRGGGALKDGAGMVQREELLSFMGAEEAAPDPAGVGRGGGVAGPPSGGGGQPQWQKCRLLLRSEGEG.... Result: 0 (no interaction). (2) The miRNA is hsa-miR-7106-3p with sequence AGCUCCCUGAAUCCCUGUCCCAG. The protein sequence of the target gene is MPVDLSKWSGPLSLQEVDEQPQHPLHVTYAGAAVDELGKVLTPTQVKNRPTSISWDGLDSGKLYTLVLTDPDAPSRKDPKYREWHHFLVVNMKGNDISSGTVLSDYVGSGPPKGTGLHRYVWLVYEQDRPLKCDEPILSNRSGDHRGKFKVASFRKKYELRAPVAGTCYQAEWDDYVPKLYEQLSGK. Result: 0 (no interaction). (3) The miRNA is hsa-miR-4659b-5p with sequence UUGCCAUGUCUAAGAAGAA. The protein sequence of the target gene is MVVEVDSMPAASSVKKPFGLRSKMGKWCCRCFPCCRESGKSNVGTSGDHDDSAMKTLRSKMGKWCRHCFPCCRGSGKSNVGASGDHDDSAMKTLRNKMGKWCCHCFPCCRGSSKSKVGAWGDYDDSAFMEPRYHVRGEDLDKLHRAAWWGKVPRKDLIVMLRDTDVNKQDKQKRTALHLASANGNSEVVKLLLDRRCQLNVLDNKKRTALIKAVQCQEDECALMLLEHGTDPNIPDEYGNTTLHYAIYNEDKLMAKALLLYGADIESKNKHGLTPLLLGVHEQKQQVVKFLIKKKANLNA.... Result: 0 (no interaction). (4) The miRNA is hsa-miR-488-3p with sequence UUGAAAGGCUAUUUCUUGGUC. The protein sequence of the target gene is MHSMISSVDVKSEVPMGLEPISPLDLRTDLRMMMPVVDPVVREKQLQQELLLIQQQQQIQKQLLIAEFQKQHENLTRQHQAQLQEHIKELLAIKQQQELLEKEQKLEQQRQEQEVERHRREQQLPPLRGKDRGRERAVASTEVKQKLQEFLLSKSATKDTPTNGKNHSVGRHPKLWYTAAHHTSLDQSSPPLSGTSPSYKYTLPGAQDSKDDFPLRKTASEPNLKVRSRLKQKVAERRSSPLLRRKDGNLVTSFKKRVFEVAESSVSSSSPGSGPSSPNNGPAGNVTENEASALPPTPHP.... Result: 0 (no interaction).